Dataset: Peptide-MHC class I binding affinity with 185,985 pairs from IEDB/IMGT. Task: Regression. Given a peptide amino acid sequence and an MHC pseudo amino acid sequence, predict their binding affinity value. This is MHC class I binding data. The peptide sequence is RLITVYVQA. The MHC is HLA-B07:02 with pseudo-sequence HLA-B07:02. The binding affinity (normalized) is 0.0847.